From a dataset of NCI-60 drug combinations with 297,098 pairs across 59 cell lines. Regression. Given two drug SMILES strings and cell line genomic features, predict the synergy score measuring deviation from expected non-interaction effect. (1) Drug 1: CS(=O)(=O)C1=CC(=C(C=C1)C(=O)NC2=CC(=C(C=C2)Cl)C3=CC=CC=N3)Cl. Drug 2: C1C(C(OC1N2C=NC3=C(N=C(N=C32)Cl)N)CO)O. Cell line: NCI-H522. Synergy scores: CSS=11.9, Synergy_ZIP=-2.56, Synergy_Bliss=1.27, Synergy_Loewe=-3.25, Synergy_HSA=1.27. (2) Drug 1: CCCS(=O)(=O)NC1=C(C(=C(C=C1)F)C(=O)C2=CNC3=C2C=C(C=N3)C4=CC=C(C=C4)Cl)F. Drug 2: B(C(CC(C)C)NC(=O)C(CC1=CC=CC=C1)NC(=O)C2=NC=CN=C2)(O)O. Cell line: SF-295. Synergy scores: CSS=-1.94, Synergy_ZIP=-3.44, Synergy_Bliss=-9.16, Synergy_Loewe=-8.46, Synergy_HSA=-8.46. (3) Drug 1: CN(C)N=NC1=C(NC=N1)C(=O)N. Cell line: HL-60(TB). Drug 2: C1C(C(OC1N2C=C(C(=O)NC2=O)F)CO)O. Synergy scores: CSS=71.7, Synergy_ZIP=14.0, Synergy_Bliss=13.7, Synergy_Loewe=-15.3, Synergy_HSA=18.0. (4) Drug 1: CCN(CC)CCNC(=O)C1=C(NC(=C1C)C=C2C3=C(C=CC(=C3)F)NC2=O)C. Drug 2: C#CCC(CC1=CN=C2C(=N1)C(=NC(=N2)N)N)C3=CC=C(C=C3)C(=O)NC(CCC(=O)O)C(=O)O. Cell line: CAKI-1. Synergy scores: CSS=25.9, Synergy_ZIP=-0.834, Synergy_Bliss=-3.47, Synergy_Loewe=-10.4, Synergy_HSA=-5.03. (5) Drug 1: C1CCN(CC1)CCOC2=CC=C(C=C2)C(=O)C3=C(SC4=C3C=CC(=C4)O)C5=CC=C(C=C5)O. Drug 2: CC1C(C(=O)NC(C(=O)N2CCCC2C(=O)N(CC(=O)N(C(C(=O)O1)C(C)C)C)C)C(C)C)NC(=O)C3=C4C(=C(C=C3)C)OC5=C(C(=O)C(=C(C5=N4)C(=O)NC6C(OC(=O)C(N(C(=O)CN(C(=O)C7CCCN7C(=O)C(NC6=O)C(C)C)C)C)C(C)C)C)N)C. Cell line: TK-10. Synergy scores: CSS=0.277, Synergy_ZIP=-5.96, Synergy_Bliss=-8.32, Synergy_Loewe=-30.6, Synergy_HSA=-9.91. (6) Drug 1: C1=NNC2=C1C(=O)NC=N2. Drug 2: CC1C(C(CC(O1)OC2CC(CC3=C2C(=C4C(=C3O)C(=O)C5=CC=CC=C5C4=O)O)(C(=O)C)O)N)O. Cell line: NCI-H322M. Synergy scores: CSS=42.6, Synergy_ZIP=-0.599, Synergy_Bliss=2.90, Synergy_Loewe=-35.9, Synergy_HSA=2.82. (7) Drug 1: CN1C(=O)N2C=NC(=C2N=N1)C(=O)N. Drug 2: CC(C)CN1C=NC2=C1C3=CC=CC=C3N=C2N. Cell line: M14. Synergy scores: CSS=-2.92, Synergy_ZIP=2.06, Synergy_Bliss=-1.87, Synergy_Loewe=-1.95, Synergy_HSA=-5.03. (8) Drug 1: CS(=O)(=O)CCNCC1=CC=C(O1)C2=CC3=C(C=C2)N=CN=C3NC4=CC(=C(C=C4)OCC5=CC(=CC=C5)F)Cl. Drug 2: CCC1(CC2CC(C3=C(CCN(C2)C1)C4=CC=CC=C4N3)(C5=C(C=C6C(=C5)C78CCN9C7C(C=CC9)(C(C(C8N6C)(C(=O)OC)O)OC(=O)C)CC)OC)C(=O)OC)O.OS(=O)(=O)O. Cell line: SF-295. Synergy scores: CSS=4.16, Synergy_ZIP=-0.942, Synergy_Bliss=1.91, Synergy_Loewe=-6.04, Synergy_HSA=-0.314. (9) Drug 1: C1CC(C1)(C(=O)O)C(=O)O.[NH2-].[NH2-].[Pt+2]. Drug 2: B(C(CC(C)C)NC(=O)C(CC1=CC=CC=C1)NC(=O)C2=NC=CN=C2)(O)O. Cell line: EKVX. Synergy scores: CSS=40.2, Synergy_ZIP=2.56, Synergy_Bliss=-0.456, Synergy_Loewe=-31.3, Synergy_HSA=-5.14. (10) Drug 2: CCC1=C2CN3C(=CC4=C(C3=O)COC(=O)C4(CC)O)C2=NC5=C1C=C(C=C5)O. Cell line: NCI-H322M. Synergy scores: CSS=7.62, Synergy_ZIP=-2.44, Synergy_Bliss=0.753, Synergy_Loewe=-4.38, Synergy_HSA=1.17. Drug 1: CC(CN1CC(=O)NC(=O)C1)N2CC(=O)NC(=O)C2.